This data is from Catalyst prediction with 721,799 reactions and 888 catalyst types from USPTO. The task is: Predict which catalyst facilitates the given reaction. (1) Reactant: Br[CH2:2][CH2:3][CH2:4][O:5][C:6]1[CH:11]=[CH:10][C:9]([C:12]2[C:16]3[CH:17]=[CH:18][C:19]([F:21])=[CH:20][C:15]=3[O:14][N:13]=2)=[CH:8][CH:7]=1.[ClH:22].[NH2:23][CH:24]1[CH2:32][C:31]2[C:26](=[CH:27][CH:28]=[CH:29][CH:30]=2)[CH2:25]1.C(=O)([O-])[O-].[K+].[K+].[I-].[K+]. Product: [ClH:22].[F:21][C:19]1[CH:18]=[CH:17][C:16]2[C:12]([C:9]3[CH:10]=[CH:11][C:6]([O:5][CH2:4][CH2:3][CH2:2][NH:23][CH:24]4[CH2:32][C:31]5[C:26](=[CH:27][CH:28]=[CH:29][CH:30]=5)[CH2:25]4)=[CH:7][CH:8]=3)=[N:13][O:14][C:15]=2[CH:20]=1. The catalyst class is: 10. (2) Reactant: CS(O[CH2:6][CH2:7][CH2:8][N:9]1[C:16]2[N:12]([N:13]=[C:14]([C:31]3[CH:36]=[CH:35][C:34]([F:37])=[CH:33][CH:32]=3)[C:15]=2[C:17]2[CH:22]=[CH:21][C:20](=[O:23])[N:19]([C:24]3[CH:29]=[CH:28][CH:27]=[CH:26][C:25]=3[CH3:30])[N:18]=2)[CH2:11][CH2:10]1)(=O)=O.[NH:38]1[CH2:43][CH2:42][O:41][CH2:40][CH2:39]1.C([O-])([O-])=O.[K+].[K+].O. Product: [F:37][C:34]1[CH:33]=[CH:32][C:31]([C:14]2[C:15]([C:17]3[CH:22]=[CH:21][C:20](=[O:23])[N:19]([C:24]4[CH:29]=[CH:28][CH:27]=[CH:26][C:25]=4[CH3:30])[N:18]=3)=[C:16]3[N:9]([CH2:8][CH2:7][CH2:6][N:38]4[CH2:43][CH2:42][O:41][CH2:40][CH2:39]4)[CH2:10][CH2:11][N:12]3[N:13]=2)=[CH:36][CH:35]=1. The catalyst class is: 23. (3) Reactant: [C:1]1(=[O:7])[NH:6][CH2:5][CH2:4][CH2:3][CH2:2]1.[H-].[Na+].Br[CH2:11][CH:12]1[CH2:17][CH2:16][CH2:15][CH2:14][CH2:13]1. Product: [CH:12]1([CH2:11][N:6]2[CH2:5][CH2:4][CH2:3][CH2:2][C:1]2=[O:7])[CH2:17][CH2:16][CH2:15][CH2:14][CH2:13]1. The catalyst class is: 9. (4) Reactant: [Cl:1][C:2]1[S:6][C:5]([C:7]2[O:11][N:10]=[C:9]([CH2:12][N:13]3[C:17]([CH2:18][OH:19])=[CH:16][C:15]([C:20]([OH:22])=O)=[N:14]3)[CH:8]=2)=[CH:4][CH:3]=1.[NH2:23][C:24]1[CH:29]=[CH:28][C:27]([N:30]2[CH2:35][CH2:34][O:33][CH2:32][C:31]2=[O:36])=[CH:26][CH:25]=1.C1N(P(Cl)(N2C(=O)OCC2)=O)C(=O)OC1. Product: [O:36]=[C:31]1[CH2:32][O:33][CH2:34][CH2:35][N:30]1[C:27]1[CH:26]=[CH:25][C:24]([NH:23][C:20]([C:15]2[CH:16]=[C:17]([CH2:18][OH:19])[N:13]([CH2:12][C:9]3[CH:8]=[C:7]([C:5]4[S:6][C:2]([Cl:1])=[CH:3][CH:4]=4)[O:11][N:10]=3)[N:14]=2)=[O:22])=[CH:29][CH:28]=1. The catalyst class is: 624. (5) Reactant: Cl[CH2:2][CH2:3][O:4][C:5]1[CH:10]=[CH:9][CH:8]=[CH:7][C:6]=1[C:11]1([NH:14][C:15]2[C:16](=[O:35])[N:17]([C:21]3[C:22]([CH3:34])=[CH:23][C:24]([F:33])=[C:25]([CH:32]=3)[C:26]([NH:28][CH:29]3[CH2:31][CH2:30]3)=[O:27])[CH:18]=[CH:19][N:20]=2)[CH2:13][CH2:12]1.[CH3:36][NH2:37].[I-].[K+]. Product: [CH:29]1([NH:28][C:26](=[O:27])[C:25]2[CH:32]=[C:21]([N:17]3[CH:18]=[CH:19][N:20]=[C:15]([NH:14][C:11]4([C:6]5[CH:7]=[CH:8][CH:9]=[CH:10][C:5]=5[O:4][CH2:3][CH2:2][NH:37][CH3:36])[CH2:13][CH2:12]4)[C:16]3=[O:35])[C:22]([CH3:34])=[CH:23][C:24]=2[F:33])[CH2:31][CH2:30]1. The catalyst class is: 127. (6) Reactant: Cl[CH2:2][CH2:3][O:4][C:5]1[CH:6]=[C:7]2[C:12](=[CH:13][C:14]=1[O:15][CH3:16])[N:11]=[C:10]([C:17]1[CH:22]=[CH:21][CH:20]=[C:19]([C:23]3[CH:28]=[CH:27][CH:26]=[CH:25][CH:24]=3)[CH:18]=1)[N:9]=[C:8]2[NH:29][C:30]1[CH:31]=[C:32]2[C:36](=[CH:37][CH:38]=1)[N:35]([C:39]([O:41][C:42]([CH3:45])([CH3:44])[CH3:43])=[O:40])[N:34]=[CH:33]2.[CH3:46][N:47]1[CH2:52][CH2:51][NH:50][CH2:49][CH2:48]1. Product: [C:23]1([C:19]2[CH:18]=[C:17]([C:10]3[N:9]=[C:8]([NH:29][C:30]4[CH:31]=[C:32]5[C:36](=[CH:37][CH:38]=4)[N:35]([C:39]([O:41][C:42]([CH3:45])([CH3:43])[CH3:44])=[O:40])[N:34]=[CH:33]5)[C:7]4[C:12](=[CH:13][C:14]([O:15][CH3:16])=[C:5]([O:4][CH2:3][CH2:2][N:50]5[CH2:51][CH2:52][N:47]([CH3:46])[CH2:48][CH2:49]5)[CH:6]=4)[N:11]=3)[CH:22]=[CH:21][CH:20]=2)[CH:24]=[CH:25][CH:26]=[CH:27][CH:28]=1. The catalyst class is: 16.